From a dataset of Full USPTO retrosynthesis dataset with 1.9M reactions from patents (1976-2016). Predict the reactants needed to synthesize the given product. (1) Given the product [NH2:23][C:11]1[CH:10]=[CH:9][C:8]([C:4]2[CH:5]=[CH:6][CH:7]=[C:2]([Cl:1])[CH:3]=2)=[CH:19][C:12]=1[C:28](=[O:27])[CH3:29], predict the reactants needed to synthesize it. The reactants are: [Cl:1][C:2]1[CH:3]=[C:4]([C:8]2[CH:9]=[CH:10][CH:11]=[C:12]([CH:19]=2)C(N(OC)C)=O)[CH:5]=[CH:6][CH:7]=1.C[Li].[Cl-].[NH4+:23].C([O:27][CH2:28][CH3:29])(=O)C. (2) Given the product [CH3:15][O:14][C:11]1[CH:12]=[CH:13][C:8]([NH:30][CH2:23][C:24]2[CH:29]=[CH:28][CH:27]=[CH:26][CH:25]=2)=[CH:9][CH:10]=1, predict the reactants needed to synthesize it. The reactants are: C([O-])([O-])=O.[K+].[K+].Br[C:8]1[CH:13]=[CH:12][C:11]([O:14][CH3:15])=[CH:10][CH:9]=1.CC(=O)CC(=O)C.[CH2:23]([NH2:30])[C:24]1[CH:29]=[CH:28][CH:27]=[CH:26][CH:25]=1.C(OCCCCCC)CCCCC. (3) Given the product [C:27]([O:31][C:32](=[O:37])[NH:33][CH2:34][CH2:35][I:25])([CH3:30])([CH3:29])[CH3:28], predict the reactants needed to synthesize it. The reactants are: C1(P(C2C=CC=CC=2)C2C=CC=CC=2)C=CC=CC=1.N1C=CN=C1.[I:25]I.[C:27]([O:31][C:32](=[O:37])[NH:33][CH2:34][CH2:35]O)([CH3:30])([CH3:29])[CH3:28]. (4) Given the product [CH3:1][N:2]1[CH:6]=[CH:5][C:4]([NH:7][CH:15]2[CH2:18][CH2:17][C:16]2=[O:19])=[N:3]1, predict the reactants needed to synthesize it. The reactants are: [CH3:1][N:2]1[CH:6]=[CH:5][C:4]([NH2:7])=[N:3]1.O.C([O-])(O)=O.[Na+].Br[CH:15]1[CH2:18][CH2:17][C:16]1=[O:19]. (5) Given the product [CH:1]1[C:9]2[C:8]3[CH:10]=[CH:11][CH:12]=[CH:13][C:7]=3[O:6][C:5]=2[CH:4]=[CH:3][C:2]=1[CH2:19][CH:18]=[O:20], predict the reactants needed to synthesize it. The reactants are: [CH:1]1[C:9]2[C:8]3[CH:10]=[CH:11][CH:12]=[CH:13][C:7]=3[O:6][C:5]=2[CH:4]=[CH:3][CH:2]=1.[Al+3].[Cl-].[Cl-].[Cl-].[C:18](Cl)(=[O:20])[CH3:19].